This data is from Reaction yield outcomes from USPTO patents with 853,638 reactions. The task is: Predict the reaction yield, written as a fraction of the theoretical maximum amount of product (1.0 means a 100% yield; for example, 0.34 means a 34% yield). (1) The reactants are FC(F)(F)C(O)=O.[O:8]1[C:12]2[CH:13]=[CH:14][C:15]([C:17]3([C:20]([NH:22][C:23]4[CH:24]=[C:25]5[C:29](=[CH:30][CH:31]=4)[NH:28][C:27]([C:32]([CH3:43])([CH3:42])[CH2:33][NH:34]C(=O)OC(C)(C)C)=[CH:26]5)=[O:21])[CH2:19][CH2:18]3)=[CH:16][C:11]=2[O:10][CH2:9]1. The catalyst is ClCCl. The product is [NH2:34][CH2:33][C:32]([C:27]1[NH:28][C:29]2[C:25]([CH:26]=1)=[CH:24][C:23]([NH:22][C:20]([C:17]1([C:15]3[CH:14]=[CH:13][C:12]4[O:8][CH2:9][O:10][C:11]=4[CH:16]=3)[CH2:19][CH2:18]1)=[O:21])=[CH:31][CH:30]=2)([CH3:42])[CH3:43]. The yield is 0.860. (2) The reactants are [N+:1]([C:4]1[C:5]([C:9]([OH:11])=O)=[N:6][NH:7][CH:8]=1)([O-:3])=[O:2].S(Cl)(Cl)=O.[CH2:16]([N:18](CC)[CH2:19]C)C.CNC. The catalyst is ClCCl.CN(C=O)C. The product is [CH3:16][N:18]([CH3:19])[C:9]([C:5]1[C:4]([N+:1]([O-:3])=[O:2])=[CH:8][NH:7][N:6]=1)=[O:11]. The yield is 0.300.